This data is from Full USPTO retrosynthesis dataset with 1.9M reactions from patents (1976-2016). The task is: Predict the reactants needed to synthesize the given product. (1) Given the product [Br:17][C:18]1[CH:24]=[CH:23][C:21]([NH:22][CH2:3][CH2:4][N:5]([CH3:7])[CH3:6])=[CH:20][C:19]=1[CH3:25], predict the reactants needed to synthesize it. The reactants are: Cl.Cl[CH2:3][CH2:4][N:5]([CH3:7])[CH3:6].[I-].[K+].C(N(CC)CC)C.[Br:17][C:18]1[CH:24]=[CH:23][C:21]([NH2:22])=[CH:20][C:19]=1[CH3:25]. (2) Given the product [F:24][C:25]1[C:26]([C:2]2[N:7]=[N:6][CH:5]=[C:4]([C:8]3[CH:9]=[CH:10][C:11]([F:22])=[C:12]([C:14]4[N:21]=[CH:20][CH:19]=[CH:18][C:15]=4[C:16]#[N:17])[CH:13]=3)[CH:3]=2)=[N:27][CH:28]=[C:29]([F:35])[CH:30]=1, predict the reactants needed to synthesize it. The reactants are: Cl[C:2]1[N:7]=[N:6][CH:5]=[C:4]([C:8]2[CH:9]=[CH:10][C:11]([F:22])=[C:12]([C:14]3[N:21]=[CH:20][CH:19]=[CH:18][C:15]=3[C:16]#[N:17])[CH:13]=2)[CH:3]=1.[Cl-].[F:24][C:25]1[C:26]([Zn+])=[N:27][CH:28]=[C:29]([F:35])[C:30]=1[Si](C)(C)C.